From a dataset of Forward reaction prediction with 1.9M reactions from USPTO patents (1976-2016). Predict the product of the given reaction. (1) Given the reactants [OH-].[NH4+:2].[CH2:3]([C:6]1[N:7]([CH2:19][CH2:20][CH2:21][C:22](OCC)=[O:23])[C:8]2[C:17]3[CH:16]=[CH:15][CH:14]=[CH:13][C:12]=3[N:11]=[CH:10][C:9]=2[N:18]=1)[CH2:4][CH3:5], predict the reaction product. The product is: [CH2:3]([C:6]1[N:7]([CH2:19][CH2:20][CH2:21][C:22]([NH2:2])=[O:23])[C:8]2[C:17]3[CH:16]=[CH:15][CH:14]=[CH:13][C:12]=3[N:11]=[CH:10][C:9]=2[N:18]=1)[CH2:4][CH3:5]. (2) Given the reactants Cl[C:2]1[N:7]=[C:6]([NH:8][CH3:9])[N:5]=[C:4]([N:10]2[C@H:15]([CH3:16])[CH2:14][CH2:13][C@H:12]([C:17]([NH:19][CH2:20][C:21]3[CH:26]=[CH:25][CH:24]=[CH:23][CH:22]=3)=[O:18])[CH2:11]2)[CH:3]=1.[C:27]([C:29]1[C:34]([F:35])=[CH:33][C:32](B(O)O)=[CH:31][C:30]=1[F:39])#[N:28].C([O-])(O)=O.[Na+], predict the reaction product. The product is: [C:27]([C:29]1[C:34]([F:35])=[CH:33][C:32]([C:2]2[N:7]=[C:6]([NH:8][CH3:9])[N:5]=[C:4]([N:10]3[C@H:15]([CH3:16])[CH2:14][CH2:13][C@H:12]([C:17]([NH:19][CH2:20][C:21]4[CH:26]=[CH:25][CH:24]=[CH:23][CH:22]=4)=[O:18])[CH2:11]3)[CH:3]=2)=[CH:31][C:30]=1[F:39])#[N:28]. (3) The product is: [Br:1][C:2]1[CH:3]=[C:4]([C:11]2[C:15]([CH:16]=[C:17]3[S:21][C:20](=[O:22])[N:19]([CH2:33][CH3:34])[C:18]3=[O:23])=[CH:14][N:13]([C:24]3[CH:25]=[CH:26][CH:27]=[CH:28][CH:29]=3)[N:12]=2)[CH:5]=[CH:6][C:7]=1[O:8][CH2:9][CH3:10]. Given the reactants [Br:1][C:2]1[CH:3]=[C:4]([C:11]2[C:15]([CH:16]=[C:17]3[S:21][C:20](=[O:22])[NH:19][C:18]3=[O:23])=[CH:14][N:13]([C:24]3[CH:29]=[CH:28][CH:27]=[CH:26][CH:25]=3)[N:12]=2)[CH:5]=[CH:6][C:7]=1[O:8][CH2:9][CH3:10].[H-].[Na+].Br[CH2:33][CH3:34].O, predict the reaction product. (4) Given the reactants Cl.[Br:2][C:3]1[CH:15]=[CH:14][C:6]([O:7][CH:8]2[CH2:13][CH2:12][NH:11][CH2:10][CH2:9]2)=[CH:5][CH:4]=1.[CH3:16][C:17]1([CH3:20])[CH2:19][O:18]1, predict the reaction product. The product is: [Br:2][C:3]1[CH:15]=[CH:14][C:6]([O:7][CH:8]2[CH2:9][CH2:10][N:11]([CH2:16][C:17]([CH3:20])([OH:18])[CH3:19])[CH2:12][CH2:13]2)=[CH:5][CH:4]=1. (5) Given the reactants Cl[C:2]1[CH:3]=[C:4]([CH2:8][CH2:9][CH2:10][N:11]([C@H:25]2[CH2:30][CH2:29][C@H:28]([CH3:31])[CH2:27][CH2:26]2)[C:12](=[O:24])[NH:13][C:14]2[S:15][C:16]([S:19][CH2:20][C:21]([OH:23])=[O:22])=[CH:17][N:18]=2)[CH:5]=[CH:6][CH:7]=1.[F:32]C1C=CC(CCC(O)=O)=CC=1.C(OC(=O)CSC1SC(N)=NC=1)C, predict the reaction product. The product is: [F:32][C:7]1[CH:6]=[CH:5][C:4]([CH2:8][CH2:9][CH2:10][N:11]([C@H:25]2[CH2:30][CH2:29][C@H:28]([CH3:31])[CH2:27][CH2:26]2)[C:12](=[O:24])[NH:13][C:14]2[S:15][C:16]([S:19][CH2:20][C:21]([OH:23])=[O:22])=[CH:17][N:18]=2)=[CH:3][CH:2]=1. (6) Given the reactants [CH2:1]([O:3][C:4](=[O:18])[CH2:5][C:6](=O)[CH2:7][S:8][C:9]1[CH:14]=[CH:13][CH:12]=[C:11]([O:15][CH3:16])[CH:10]=1)[CH3:2].CS(O)(=O)=O, predict the reaction product. The product is: [CH2:1]([O:3][C:4](=[O:18])[CH2:5][C:6]1[C:10]2[C:11]([O:15][CH3:16])=[CH:12][CH:13]=[CH:14][C:9]=2[S:8][CH:7]=1)[CH3:2]. (7) The product is: [CH3:28][S:29]([C:32]1[CH:33]=[C:34]([NH:38][C:23]([C:22]2[CH:21]=[N:20][N:13]3[C:14]([C:16]([F:18])([F:19])[F:17])=[CH:15][C:10]([C:7]4[CH:6]=[CH:5][C:4]([O:3][C:2]([F:27])([F:26])[F:1])=[CH:9][CH:8]=4)=[N:11][C:12]=23)=[O:24])[CH:35]=[CH:36][CH:37]=1)(=[O:30])=[O:31]. Given the reactants [F:1][C:2]([F:27])([F:26])[O:3][C:4]1[CH:9]=[CH:8][C:7]([C:10]2[CH:15]=[C:14]([C:16]([F:19])([F:18])[F:17])[N:13]3[N:20]=[CH:21][C:22]([C:23](O)=[O:24])=[C:12]3[N:11]=2)=[CH:6][CH:5]=1.[CH3:28][S:29]([C:32]1[CH:33]=[C:34]([NH2:38])[CH:35]=[CH:36][CH:37]=1)(=[O:31])=[O:30].Cl, predict the reaction product. (8) Given the reactants [C:1]([C:4]1[CH:11]=[C:10]([Cl:12])[C:7]([C:8]#[N:9])=[C:6](I)[C:5]=1[O:14][CH2:15][CH3:16])(=[O:3])[CH3:2].Cl.[CH3:18][O:19][CH:20]1[CH2:23][NH:22][CH2:21]1.C(=O)([O-])[O-].[Cs+].[Cs+].CC1(C)C2C=CC=C(P(C3C=CC=CC=3)C3C=CC=CC=3)C=2OC2C1=CC=CC=2P(C1C=CC=CC=1)C1C=CC=CC=1, predict the reaction product. The product is: [C:1]([C:4]1[CH:11]=[C:10]([Cl:12])[C:7]([C:8]#[N:9])=[C:6]([N:22]2[CH2:23][CH:20]([O:19][CH3:18])[CH2:21]2)[C:5]=1[O:14][CH2:15][CH3:16])(=[O:3])[CH3:2]. (9) Given the reactants [Cl:1][C:2]1[CH:3]=[C:4]([C:12]2[O:16][N:15]=[C:14]([C:17]3[CH:22]=[CH:21][C:20]([O:23]COCC[Si](C)(C)C)=[CH:19][C:18]=3[CH2:32][CH3:33])[N:13]=2)[CH:5]=[CH:6][C:7]=1[O:8][CH:9]([CH3:11])[CH3:10].CCCC[N+](CCCC)(CCCC)CCCC.[F-], predict the reaction product. The product is: [Cl:1][C:2]1[CH:3]=[C:4]([C:12]2[O:16][N:15]=[C:14]([C:17]3[CH:22]=[CH:21][C:20]([OH:23])=[CH:19][C:18]=3[CH2:32][CH3:33])[N:13]=2)[CH:5]=[CH:6][C:7]=1[O:8][CH:9]([CH3:10])[CH3:11].